This data is from Experimentally validated miRNA-target interactions with 360,000+ pairs, plus equal number of negative samples. The task is: Binary Classification. Given a miRNA mature sequence and a target amino acid sequence, predict their likelihood of interaction. (1) The miRNA is hsa-miR-3689e with sequence UGUGAUAUCAUGGUUCCUGGGA. The protein sequence of the target gene is MAAKVFESIGKFGLALAVAGGVVNSALYNVDAGHRAVIFDRFRGVQDIVVGEGTHFLIPWVQKPIIFDCRSRPRNVPVITGSKDLQNVNITLRILFRPVASQLPRIFTSIGEDYDERVLPSITTEILKSVVARFDAGELITQRELVSRQVSDDLTERAATFGLILDDVSLTHLTFGKEFTEAVEAKQVAQQEAERARFVVEKAEQQKKAAIISAEGDSKAAELIANSLATAGDGLIELRKLEAAEDIAYQLSRSRNITYLPAGQSVLLQLPQ. Result: 0 (no interaction). (2) The miRNA is hsa-miR-4731-3p with sequence CACACAAGUGGCCCCCAACACU. The protein sequence of the target gene is MENMKVLLGLICLMVPLLSLEIDVCTEYPNQIVLFLSVNEIDIRKCPLTPNKMHGDTIIWYKNDSKTPISADRDSRIHQQNEHLWFVPAKVEDSGYYYCIVRNSTYCLKTKVTVTVLENDPGLCYSTQATFPQRLHIAGDGSLVCPYVSYFKDENNELPEVQWYKNCKPLLLDNVSFFGVKDKLLVRNVAEEHRGDYICRMSYTFRGKQYPVTRVIQFITIDENKRDRPVILSPRNETIEADPGSMIQLICNVTGQFSDLVYWKWNGSEIEWNDPFLAEDYQFVEHPSTKRKYTLITTLN.... Result: 0 (no interaction). (3) The miRNA is hsa-miR-6730-5p with sequence AGAAAGGUGGAGGGGUUGUCAGA. The protein sequence of the target gene is MQIFVKTLTGKTITLEVEPSDTIENVKAKIQDKEGIPPDQQRLIFAGKQLEDGRTLSDYNIQKESTLHLVLRLRGGMQIFVKTLTGKTITLEVEPSDTIENVKAKIQDKEGIPPDQQRLIFAGKQLEDGRTLSDYNIQKESTLHLVLRLRGGMQIFVKTLTGKTITLEVEPSDTIENVKAKIQDKEGIPPDQQRLIFAGKQLEDGRTLSDYNIQKESTLHLVLRLRGGMQIFVKTLTGKTITLEVEPSDTIENVKAKIQDKEGIPPDQQRLIFAGKQLEDGRTLSDYNIQKESTLHLVLR.... Result: 1 (interaction). (4) The protein sequence of the target gene is MCCTEGSLRKRDSQRAPEAVLCLQLWQRTVPLDTLKGLGTCFPSGPELRGAGIAAAMERASERRTASALFAGFRALGLFSNDIPHVVRFSALKRRFYVTTCVGKSFHTYDVQKLSLVAVSNSVPQDICCMAADGRLVFAAYGNVFSAFARNKEIVHTFKGHKAEIHFLQPFGDHIISVDTDGILIIWHIYSEEEYLQLTFDKSVFKISAILHPSTYLNKILLGSEQGSLQLWNVKSNKLLYTFPGWKVGVTALQQAPAVDVVAIGLMSGQVIIHNIKFNETLMKFRQDWGPITSISFRTD.... The miRNA is mmu-miR-1929-5p with sequence UUCUAGGACUUUAUAGAGCAGAG. Result: 0 (no interaction). (5) The protein sequence of the target gene is MDRPAAAAAAGCEGGGGPNPGPAGGRRPPRAAGGATAGSRQPSVETLDSPTGSHVEWCKQLIAATISSQISGSVTSENVSRDYKALRDGNKLAQMEEAPLFPGESIKAIVKDVMYICPFMGAVSGTLTVTDFKLYFKNVERDPHFILDVPLGVISRVEKIGAQSHGDNSCGIEIVCKDMRNLRLAYKQEEQSKLGIFENLNKHAFPLSNGQALFAFSYKEKFPINGWKVYDPVSEYKRQGLPNESWKISKINSNYEFCDTYPAIIVVPTSVKDDDLSKVAAFRAKGRVPVLSWIHPESQA.... The miRNA is mmu-miR-337-5p with sequence CGGCGUCAUGCAGGAGUUGAUU. Result: 0 (no interaction).